The task is: Regression. Given two drug SMILES strings and cell line genomic features, predict the synergy score measuring deviation from expected non-interaction effect.. This data is from NCI-60 drug combinations with 297,098 pairs across 59 cell lines. (1) Drug 1: COC1=CC(=CC(=C1O)OC)C2C3C(COC3=O)C(C4=CC5=C(C=C24)OCO5)OC6C(C(C7C(O6)COC(O7)C8=CC=CS8)O)O. Drug 2: C1CN(P(=O)(OC1)NCCCl)CCCl. Cell line: NCIH23. Synergy scores: CSS=55.8, Synergy_ZIP=1.38, Synergy_Bliss=1.72, Synergy_Loewe=-61.0, Synergy_HSA=1.63. (2) Drug 1: CCC1=CC2CC(C3=C(CN(C2)C1)C4=CC=CC=C4N3)(C5=C(C=C6C(=C5)C78CCN9C7C(C=CC9)(C(C(C8N6C)(C(=O)OC)O)OC(=O)C)CC)OC)C(=O)OC.C(C(C(=O)O)O)(C(=O)O)O. Drug 2: C(CCl)NC(=O)N(CCCl)N=O. Cell line: HOP-62. Synergy scores: CSS=13.7, Synergy_ZIP=-1.11, Synergy_Bliss=-3.09, Synergy_Loewe=-39.0, Synergy_HSA=-6.88.